Dataset: Forward reaction prediction with 1.9M reactions from USPTO patents (1976-2016). Task: Predict the product of the given reaction. (1) Given the reactants C[O:2][C:3](=[O:12])[C:4]1[CH:9]=[CH:8][CH:7]=[C:6]([NH2:10])[C:5]=1[NH2:11].C[O:14][C:15](=O)[CH:16]([CH3:19])[CH2:17]O.[OH-].[Na+], predict the reaction product. The product is: [OH:14][CH2:15][CH:16]([C:19]1[NH:10][C:6]2[CH:7]=[CH:8][CH:9]=[C:4]([C:3]([OH:2])=[O:12])[C:5]=2[N:11]=1)[CH3:17]. (2) Given the reactants [NH2:1][C:2]1[N:3]([CH3:30])[C:4](=[O:29])[C@@:5]2([N:28]=1)[C@H:18]1[C@H:13]([CH2:14][CH2:15][C:16](=[O:19])[CH2:17]1)[O:12][C:11]1[C:6]2=[CH:7][C:8]([C:20]2[CH:25]=[C:24]([F:26])[CH:23]=[C:22]([Cl:27])[CH:21]=2)=[CH:9][CH:10]=1.C1COCC1.[BH4-].[Na+], predict the reaction product. The product is: [NH2:1][C:2]1[N:3]([CH3:30])[C:4](=[O:29])[C@@:5]2([N:28]=1)[C@H:18]1[C@H:13]([CH2:14][CH2:15][CH:16]([OH:19])[CH2:17]1)[O:12][C:11]1[C:6]2=[CH:7][C:8]([C:20]2[CH:25]=[C:24]([F:26])[CH:23]=[C:22]([Cl:27])[CH:21]=2)=[CH:9][CH:10]=1. (3) The product is: [C@H:1]1([NH:10][C:11]2[CH:20]=[CH:19][C:18]3[C:13](=[CH:14][CH:15]=[C:16]([NH:21][C:22](=[O:23])[NH:24][CH:25]4[CH2:30][CH2:29][N:28]([CH2:32][C:33]([N:35]([CH3:37])[CH3:36])=[O:34])[CH2:27][CH2:26]4)[CH:17]=3)[N:12]=2)[C:9]2[C:4](=[CH:5][CH:6]=[CH:7][CH:8]=2)[CH2:3][CH2:2]1. Given the reactants [C@H:1]1([NH:10][C:11]2[CH:20]=[CH:19][C:18]3[C:13](=[CH:14][CH:15]=[C:16]([NH:21][C:22]([NH:24][CH:25]4[CH2:30][CH2:29][NH:28][CH2:27][CH2:26]4)=[O:23])[CH:17]=3)[N:12]=2)[C:9]2[C:4](=[CH:5][CH:6]=[CH:7][CH:8]=2)[CH2:3][CH2:2]1.Cl[CH2:32][C:33]([N:35]([CH3:37])[CH3:36])=[O:34].C(=O)([O-])[O-].[Na+].[Na+], predict the reaction product. (4) Given the reactants [CH2:1]([N:3]1[CH2:8][CH2:7][N:6]([C:9]2[C:18]3[C:13](=[CH:14][CH:15]=[CH:16][CH:17]=3)[CH:12]=[C:11]([C:19]3[CH:24]=[C:23]([F:25])[C:22]([O:26]CC4C=CC=CC=4)=[C:21]([F:34])[CH:20]=3)[N:10]=2)[CH2:5][CH2:4]1)[CH3:2].Cl, predict the reaction product. The product is: [CH2:1]([N:3]1[CH2:8][CH2:7][N:6]([C:9]2[C:18]3[C:13](=[CH:14][CH:15]=[CH:16][CH:17]=3)[CH:12]=[C:11]([C:19]3[CH:24]=[C:23]([F:25])[C:22]([OH:26])=[C:21]([F:34])[CH:20]=3)[N:10]=2)[CH2:5][CH2:4]1)[CH3:2]. (5) The product is: [CH2:6]([C:8]1[C:9](=[O:17])[NH:10][CH:11]=[C:12]([C:14]([O:16][CH3:18])=[O:15])[N:13]=1)[CH3:7]. Given the reactants S(Cl)(Cl)=O.Cl.[CH2:6]([C:8]1[C:9](=[O:17])[NH:10][CH:11]=[C:12]([C:14]([OH:16])=[O:15])[N:13]=1)[CH3:7].[CH3:18]O, predict the reaction product. (6) Given the reactants [CH3:1][N:2]1[CH2:10][C:9]2[C:4](=[C:5]([N+:20]([O-:22])=[O:21])[CH:6]=[CH:7][C:8]=2B2OC(C)(C)C(C)(C)O2)[C:3]1=[O:23].Br[C:25]1[CH:26]=[N:27][N:28]([CH2:30][CH2:31][CH2:32][OH:33])[CH:29]=1.ClCCl.C(=O)([O-])[O-].[K+].[K+], predict the reaction product. The product is: [OH:33][CH2:32][CH2:31][CH2:30][N:28]1[CH:29]=[C:25]([C:8]2[CH:7]=[CH:6][C:5]([N+:20]([O-:22])=[O:21])=[C:4]3[C:9]=2[CH2:10][N:2]([CH3:1])[C:3]3=[O:23])[CH:26]=[N:27]1. (7) Given the reactants [CH3:1][O:2][CH2:3][C@H:4]1[N:9]([CH2:10][CH2:11]O)[CH2:8][CH2:7][O:6][CH2:5]1.S(Cl)([Cl:15])=O.C(OCC)(=O)C, predict the reaction product. The product is: [ClH:15].[Cl:15][CH2:11][CH2:10][N:9]1[CH2:8][CH2:7][O:6][CH2:5][C@H:4]1[CH2:3][O:2][CH3:1]. (8) Given the reactants [O:1]=[C:2]1[N:6]([CH2:7][CH2:8][CH2:9][O:10][C:11]2[CH:23]=[CH:22][C:14]3[C:15]([C:18]([F:21])([F:20])[F:19])=[N:16][O:17][C:13]=3[C:12]=2[CH2:24][CH2:25][CH3:26])[CH2:5][CH2:4][N:3]1[CH:27]([CH3:32])[C:28]([O:30]C)=[O:29].[OH-].[Na+].Cl, predict the reaction product. The product is: [O:1]=[C:2]1[N:6]([CH2:7][CH2:8][CH2:9][O:10][C:11]2[CH:23]=[CH:22][C:14]3[C:15]([C:18]([F:21])([F:20])[F:19])=[N:16][O:17][C:13]=3[C:12]=2[CH2:24][CH2:25][CH3:26])[CH2:5][CH2:4][N:3]1[CH:27]([CH3:32])[C:28]([OH:30])=[O:29].